Dataset: Full USPTO retrosynthesis dataset with 1.9M reactions from patents (1976-2016). Task: Predict the reactants needed to synthesize the given product. Given the product [CH3:63][CH:62]([CH3:64])[C:61]([NH:60][C:56]1[CH:57]=[CH:58][CH:59]=[C:54]([CH:51]2[CH2:52][CH2:53][N:48]([CH2:47][C:46]3[C:2]4[C:1](=[CH:6][CH:5]=[CH:4][CH:3]=4)[N:7]([C:15]4[CH:10]=[CH:11][CH:12]=[CH:13][CH:14]=4)[CH:45]=3)[CH2:49][CH2:50]2)[CH:55]=1)=[O:65], predict the reactants needed to synthesize it. The reactants are: [C:1]1([N:7]2[C:15]3[C:10](=[CH:11][CH:12]=[CH:13][CH:14]=3)C(CCCN3CCC(C4C=C(NC(=O)C(C)C)C=CC=4)CC3)=C2C2C=CC=CC=2)[CH:6]=[CH:5][CH:4]=[CH:3][CH:2]=1.CO[CH:45](OC)[CH2:46][CH2:47][N:48]1[CH2:53][CH2:52][CH:51]([C:54]2[CH:55]=[C:56]([NH:60][C:61](=[O:65])[CH:62]([CH3:64])[CH3:63])[CH:57]=[CH:58][CH:59]=2)[CH2:50][CH2:49]1.Cl.C1(N(C2C=CC=CC=2)N)C=CC=CC=1.